From a dataset of Forward reaction prediction with 1.9M reactions from USPTO patents (1976-2016). Predict the product of the given reaction. (1) Given the reactants C[C:2]1[CH:11]=[CH:10][C:5]2[N:6]=[C:7]([NH2:9])[NH:8][C:4]=2[CH:3]=1.[ClH:12], predict the reaction product. The product is: [ClH:12].[NH2:9][C:7]1[NH:6][C:5]2[CH:10]=[CH:11][CH:2]=[CH:3][C:4]=2[N:8]=1. (2) The product is: [C:26]([OH:33])(=[O:32])/[CH:27]=[CH:28]/[C:29]([OH:31])=[O:30].[CH3:1][C:2]1[C:10]2[C:5](=[CH:6][CH:7]=[C:8]([C:11]3[N:16]=[N:15][C:14]([O:17][C@@H:18]4[CH:23]5[CH2:22][CH2:21][N:20]([CH2:25][CH2:24]5)[CH2:19]4)=[CH:13][CH:12]=3)[CH:9]=2)[NH:4][N:3]=1. Given the reactants [CH3:1][C:2]1[C:10]2[C:5](=[CH:6][CH:7]=[C:8]([C:11]3[N:16]=[N:15][C:14]([O:17][C@@H:18]4[CH:23]5[CH2:24][CH2:25][N:20]([CH2:21][CH2:22]5)[CH2:19]4)=[CH:13][CH:12]=3)[CH:9]=2)[NH:4][N:3]=1.[C:26]([OH:33])(=[O:32])/[CH:27]=[CH:28]/[C:29]([OH:31])=[O:30], predict the reaction product. (3) Given the reactants [F:1][C:2]1[C:3](=[NH:21])[N:4]([CH2:19][OH:20])[C:5](=[O:18])[N:6]([S:8]([C:11]2[CH:17]=[CH:16][C:14]([CH3:15])=[CH:13][CH:12]=2)(=[O:10])=[O:9])[CH:7]=1.[CH2:22]1COCC1, predict the reaction product. The product is: [F:1][C:2]1[C:3](=[NH:21])[N:4]([CH2:19][O:20][CH3:22])[C:5](=[O:18])[N:6]([S:8]([C:11]2[CH:12]=[CH:13][C:14]([CH3:15])=[CH:16][CH:17]=2)(=[O:10])=[O:9])[CH:7]=1. (4) Given the reactants [N:1]1[CH:6]=[CH:5][CH:4]=[C:3]([P:7](=[O:14])([O:11][CH2:12][CH3:13])[O:8][CH2:9][CH3:10])[CH:2]=1.[H][H], predict the reaction product. The product is: [NH:1]1[CH2:6][CH2:5][CH2:4][CH:3]([P:7](=[O:14])([O:11][CH2:12][CH3:13])[O:8][CH2:9][CH3:10])[CH2:2]1. (5) The product is: [CH2:2]=[C:46]1[CH2:47][CH2:48][N:44]([C:42]([O:41][C:37]([CH3:40])([CH3:39])[CH3:38])=[O:43])[CH2:45]1. Given the reactants [I-].[CH3:2][P+](C1C=CC=CC=1)(C1C=CC=CC=1)C1C=CC=CC=1.C1COCC1.C[Si](C)(C)[N-][Si](C)(C)C.[Li+].[C:37]([O:41][C:42]([N:44]1[CH2:48][CH2:47][C:46](=O)[CH2:45]1)=[O:43])([CH3:40])([CH3:39])[CH3:38], predict the reaction product.